From a dataset of Aqueous solubility values for 9,982 compounds from the AqSolDB database. Regression/Classification. Given a drug SMILES string, predict its absorption, distribution, metabolism, or excretion properties. Task type varies by dataset: regression for continuous measurements (e.g., permeability, clearance, half-life) or binary classification for categorical outcomes (e.g., BBB penetration, CYP inhibition). For this dataset (solubility_aqsoldb), we predict Y. (1) The molecule is Nc1cc(S(=O)(=O)O)c(O)c2c1C(=O)c1c(O)c(S(=O)(=O)O)cc(N)c1C2=O.[Na]. The Y is -1.80 log mol/L. (2) The compound is CC(=O)OC1C2C(CC(C)C3C=CC(=O)C31C)OC(=O)C2C. The Y is -2.19 log mol/L.